The task is: Predict which catalyst facilitates the given reaction.. This data is from Catalyst prediction with 721,799 reactions and 888 catalyst types from USPTO. (1) Reactant: Cl[C:2]1[N:7]=[N:6][C:5]([N:8]([CH3:25])[C:9](=[O:24])[C:10]2[CH:15]=[C:14]([C:16]([F:19])([F:18])[F:17])[CH:13]=[C:12]([S:20]([CH3:23])(=[O:22])=[O:21])[CH:11]=2)=[C:4]([C:26]2[CH:31]=[CH:30][C:29]([F:32])=[CH:28][C:27]=2[O:33][CH3:34])[CH:3]=1.[Cl-].C[Zn+].[CH3:38]N1CCN(C)C1=O.C(=O)(O)[O-].[Na+]. Product: [F:32][C:29]1[CH:30]=[CH:31][C:26]([C:4]2[CH:3]=[C:2]([CH3:38])[N:7]=[N:6][C:5]=2[N:8]([CH3:25])[C:9](=[O:24])[C:10]2[CH:15]=[C:14]([C:16]([F:18])([F:17])[F:19])[CH:13]=[C:12]([S:20]([CH3:23])(=[O:21])=[O:22])[CH:11]=2)=[C:27]([O:33][CH3:34])[CH:28]=1. The catalyst class is: 54. (2) Reactant: [NH:1]1[C:9]2[C:4](=[N:5][CH:6]=[CH:7][CH:8]=2)[CH:3]=[C:2]1[C:10]([NH2:12])=[O:11].[CH3:13][C:14]1[CH:15]=[C:16]([S:21][S:21][C:16]2[CH:17]=[C:18]([CH3:20])[CH:19]=[C:14]([CH3:13])[CH:15]=2)[CH:17]=[C:18]([CH3:20])[CH:19]=1. Product: [CH3:13][C:14]1[CH:15]=[C:16]([S:21][C:3]2[C:4]3=[N:5][CH:6]=[CH:7][CH:8]=[C:9]3[NH:1][C:2]=2[C:10]([NH2:12])=[O:11])[CH:17]=[C:18]([CH3:20])[CH:19]=1. The catalyst class is: 3. (3) Reactant: [C@@H]1([N:10]2[C:20]3[N:19]=[C:17]([NH2:18])[NH:16][C:14](=[O:15])[C:13]=3[N:12]=[CH:11]2)O[C@H](CO)[C@@H](O)[C@H]1O.[CH2:21](Br)[CH:22]=[CH2:23].Cl.[OH-].[Na+]. Product: [NH2:18][C:17]1[NH:16][C:14](=[O:15])[C:13]2[N:12]([CH2:23][CH:22]=[CH2:21])[CH:11]=[N:10][C:20]=2[N:19]=1. The catalyst class is: 816.